Dataset: Full USPTO retrosynthesis dataset with 1.9M reactions from patents (1976-2016). Task: Predict the reactants needed to synthesize the given product. (1) Given the product [NH:25]1[C:33]2[C:28](=[CH:29][C:30]([C@H:34]([NH:36][C:11]([C@H:8]3[O:7][C:6]4[CH:14]=[CH:15][C:3]([C:2]([F:1])([F:17])[F:16])=[CH:4][C:5]=4[O:10][CH2:9]3)=[O:13])[CH3:35])=[CH:31][CH:32]=2)[CH:27]=[N:26]1, predict the reactants needed to synthesize it. The reactants are: [F:1][C:2]([F:17])([F:16])[C:3]1[CH:15]=[CH:14][C:6]2[O:7][C@H:8]([C:11]([OH:13])=O)[CH2:9][O:10][C:5]=2[CH:4]=1.C(Cl)(=O)C(Cl)=O.Cl.[NH:25]1[C:33]2[C:28](=[CH:29][C:30]([C@H:34]([NH2:36])[CH3:35])=[CH:31][CH:32]=2)[CH:27]=[N:26]1.C(N(CC)C(C)C)(C)C.C([O-])(O)=O.[Na+]. (2) Given the product [CH2:1]([O:3][C:4]([C:6]1[C:7]([O:16][CH2:17][CH3:18])=[N:8][C:9]([C:12]([CH3:15])([CH3:14])[CH3:13])=[N:10][CH:11]=1)=[O:5])[CH3:2], predict the reactants needed to synthesize it. The reactants are: [CH2:1]([O:3][C:4]([C:6]1[C:7]([OH:16])=[N:8][C:9]([C:12]([CH3:15])([CH3:14])[CH3:13])=[N:10][CH:11]=1)=[O:5])[CH3:2].[CH2:17](OC(C1C(O)=NC(CC)=NC=1)=O)[CH3:18].[H-].[Na+]. (3) Given the product [Cl:51][C:50]1[C:49]([Cl:52])=[C:48]([Cl:53])[N:47]=[C:46]([C:54]([OH:56])=[O:55])[CH:45]=1, predict the reactants needed to synthesize it. The reactants are: CC1N=C(C2C=CC=C(C)N=2)C=CC=1.CC1C=CN=C(C2C=C(C)C=CN=2)C=1.CC1C=C2C(N=CC=C2)=C2C=1C=CC=N2.Cl[C:45]1[C:46]([C:54]([OH:56])=[O:55])=[N:47][C:48]([Cl:53])=[C:49]([Cl:52])[C:50]=1[Cl:51]. (4) Given the product [CH2:13]([C:15]1[S:53][C:18]2[N:19]([CH2:38][C:39]3[CH:44]=[CH:43][C:42]([C:45]4[CH:50]=[CH:49][CH:48]=[CH:47][C:46]=4[C:51]4[NH:3][C:4](=[O:7])[O:5][N:52]=4)=[CH:41][CH:40]=3)[C:20](=[O:37])[N:21]([CH2:24][C:25]([C:27]3[CH:36]=[CH:35][C:34]4[C:29](=[CH:30][CH:31]=[CH:32][CH:33]=4)[CH:28]=3)=[O:26])[C:22](=[O:23])[C:17]=2[CH:16]=1)[CH3:14], predict the reactants needed to synthesize it. The reactants are: [Cl-].O[NH3+:3].[C:4](=[O:7])([O-])[OH:5].[Na+].CS(C)=O.[CH2:13]([C:15]1[S:53][C:18]2[N:19]([CH2:38][C:39]3[CH:44]=[CH:43][C:42]([C:45]4[C:46]([C:51]#[N:52])=[CH:47][CH:48]=[CH:49][CH:50]=4)=[CH:41][CH:40]=3)[C:20](=[O:37])[N:21]([CH2:24][C:25]([C:27]3[CH:36]=[CH:35][C:34]4[C:29](=[CH:30][CH:31]=[CH:32][CH:33]=4)[CH:28]=3)=[O:26])[C:22](=[O:23])[C:17]=2[CH:16]=1)[CH3:14]. (5) Given the product [Cl:7][C:8]1[CH:9]=[C:10]([NH:22][C:23]2[C:32]3[C:27](=[CH:28][CH:29]=[CH:30][C:31]=3[O:3][CH2:2][CH2:1][OH:4])[N:26]=[CH:25][N:24]=2)[CH:11]=[CH:12][C:13]=1[O:14][CH2:15][C:16]1[CH:21]=[CH:20][CH:19]=[CH:18][N:17]=1, predict the reactants needed to synthesize it. The reactants are: [CH2:1]([OH:4])[CH2:2][OH:3].[H-].[Na+].[Cl:7][C:8]1[CH:9]=[C:10]([NH:22][C:23]2[C:32]3[C:27](=[CH:28][CH:29]=[CH:30][C:31]=3F)[N:26]=[CH:25][N:24]=2)[CH:11]=[CH:12][C:13]=1[O:14][CH2:15][C:16]1[CH:21]=[CH:20][CH:19]=[CH:18][N:17]=1. (6) Given the product [Cl:1][C:2]1[CH:3]=[CH:4][C:5]([N:8]2[CH2:9][CH2:10][N:11]([C:14]([NH:16][C@@H:17]([C:18]([NH:39][C:38]3[CH:40]=[CH:41][CH:42]=[C:36]([CH2:35][N:33]([CH3:34])[CH3:32])[CH:37]=3)=[O:20])[C@H:21]([C:23]3[C:31]4[C:26](=[CH:27][CH:28]=[CH:29][CH:30]=4)[NH:25][CH:24]=3)[CH3:22])=[O:15])[CH2:12][CH2:13]2)=[CH:6][CH:7]=1, predict the reactants needed to synthesize it. The reactants are: [Cl:1][C:2]1[CH:7]=[CH:6][C:5]([N:8]2[CH2:13][CH2:12][N:11]([C:14]([NH:16][C@H:17]([C@H:21]([C:23]3[C:31]4[C:26](=[CH:27][CH:28]=[CH:29][CH:30]=4)[NH:25][CH:24]=3)[CH3:22])[C:18]([OH:20])=O)=[O:15])[CH2:10][CH2:9]2)=[CH:4][CH:3]=1.[CH3:32][N:33]([CH2:35][C:36]1[CH:37]=[C:38]([CH:40]=[CH:41][CH:42]=1)[NH2:39])[CH3:34].CCN=C=NCCCN(C)C.C1C=CC2N(O)N=NC=2C=1.C(=O)([O-])O.[Na+].